This data is from Peptide-MHC class II binding affinity with 134,281 pairs from IEDB. The task is: Regression. Given a peptide amino acid sequence and an MHC pseudo amino acid sequence, predict their binding affinity value. This is MHC class II binding data. The peptide sequence is RQAGVQYSR. The MHC is HLA-DQA10501-DQB10301 with pseudo-sequence HLA-DQA10501-DQB10301. The binding affinity (normalized) is 0.780.